Regression. Given a peptide amino acid sequence and an MHC pseudo amino acid sequence, predict their binding affinity value. This is MHC class I binding data. From a dataset of Peptide-MHC class I binding affinity with 185,985 pairs from IEDB/IMGT. (1) The peptide sequence is EVIPYTPAM. The MHC is HLA-A11:01 with pseudo-sequence HLA-A11:01. The binding affinity (normalized) is 0.0847. (2) The peptide sequence is FQYEHEQTF. The MHC is HLA-B39:01 with pseudo-sequence HLA-B39:01. The binding affinity (normalized) is 0.561. (3) The peptide sequence is KQGDVFYTA. The MHC is HLA-A29:02 with pseudo-sequence HLA-A29:02. The binding affinity (normalized) is 0.0847. (4) The peptide sequence is QATQDVKNW. The MHC is HLA-B58:02 with pseudo-sequence HLA-B58:02. The binding affinity (normalized) is 0.0847. (5) The peptide sequence is NESDPEGALW. The MHC is HLA-B44:03 with pseudo-sequence HLA-B44:03. The binding affinity (normalized) is 0.547.